This data is from Full USPTO retrosynthesis dataset with 1.9M reactions from patents (1976-2016). The task is: Predict the reactants needed to synthesize the given product. (1) The reactants are: [Si]([O:8][CH2:9][CH2:10][N:11]1[CH2:16][CH2:15][N:14]([C:17]2[CH:18]=[CH:19][C:20]([NH:23][C:24]3[N:25]=[CH:26][C:27]4[C:32]5[CH:33]=[CH:34][N:35]=[CH:36][C:31]=5[N:30]([CH:37]5[CH2:41][CH2:40][CH2:39][CH2:38]5)[C:28]=4[N:29]=3)=[N:21][CH:22]=2)[CH2:13][CH2:12]1)(C(C)(C)C)(C)C.[F-].C([N+](CCCC)(CCCC)CCCC)CCC.C(OCC)C. Given the product [CH:37]1([N:30]2[C:28]3[N:29]=[C:24]([NH:23][C:20]4[N:21]=[CH:22][C:17]([N:14]5[CH2:15][CH2:16][N:11]([CH2:10][CH2:9][OH:8])[CH2:12][CH2:13]5)=[CH:18][CH:19]=4)[N:25]=[CH:26][C:27]=3[C:32]3[CH:33]=[CH:34][N:35]=[CH:36][C:31]2=3)[CH2:38][CH2:39][CH2:40][CH2:41]1, predict the reactants needed to synthesize it. (2) Given the product [C:1]1([CH2:7][CH2:8][CH2:9][CH2:10][CH2:11][CH2:12][C:13]([C:15]2[O:16][CH:17]=[C:18]([C:20]([OH:22])=[O:21])[N:19]=2)=[O:14])[CH:6]=[CH:5][CH:4]=[CH:3][CH:2]=1, predict the reactants needed to synthesize it. The reactants are: [C:1]1([CH2:7][CH2:8][CH2:9][CH2:10][CH2:11][CH2:12][C:13]([C:15]2[O:16][CH:17]=[C:18]([C:20]([O:22]C)=[O:21])[N:19]=2)=[O:14])[CH:6]=[CH:5][CH:4]=[CH:3][CH:2]=1.[Li+].[OH-].Cl. (3) Given the product [C:1]([NH:4][C:5]1[S:9][C:8]2[C:10]([O:15][CH2:16][CH2:17][N:18]([CH2:21][CH3:22])[CH2:19][CH3:20])=[C:11]([C:33]3[CH:34]=[C:35]([CH2:37][N:38]=[N+:39]=[N-:40])[CH:36]=[C:31]([N:28]=[N+:29]=[N-:30])[CH:32]=3)[CH:12]=[CH:13][C:7]=2[C:6]=1[C:23]([O:25][CH2:26][CH3:27])=[O:24])(=[O:3])[CH3:2], predict the reactants needed to synthesize it. The reactants are: [C:1]([NH:4][C:5]1[S:9][C:8]2[C:10]([O:15][CH2:16][CH2:17][N:18]([CH2:21][CH3:22])[CH2:19][CH3:20])=[C:11](Br)[CH:12]=[CH:13][C:7]=2[C:6]=1[C:23]([O:25][CH2:26][CH3:27])=[O:24])(=[O:3])[CH3:2].[N:28]([C:31]1[CH:32]=[C:33](B(O)O)[CH:34]=[C:35]([CH2:37][N:38]=[N+:39]=[N-:40])[CH:36]=1)=[N+:29]=[N-:30].P([O-])([O-])([O-])=O.[K+].[K+].[K+]. (4) Given the product [CH2:22]([O:21][C:19]([N:8]1[C:9]2[C:14](=[CH:13][C:12]([C:15]([F:17])([F:18])[F:16])=[CH:11][CH:10]=2)[CH:5]([C:3]([OH:4])=[O:2])[CH2:6][CH:7]1[CH2:24][CH3:25])=[O:20])[CH3:23], predict the reactants needed to synthesize it. The reactants are: C[O:2][C:3]([CH:5]1[C:14]2[C:9](=[CH:10][CH:11]=[C:12]([C:15]([F:18])([F:17])[F:16])[CH:13]=2)[N:8]([C:19]([O:21][CH2:22][CH3:23])=[O:20])[CH:7]([CH2:24][CH3:25])[CH2:6]1)=[O:4].O1CCOCC1.[OH-].[Na+]. (5) Given the product [C:19]([O:18][C:16]([NH:1][CH:2]([C:6]1[CH:11]=[CH:10][C:9]([O:12][CH3:13])=[CH:8][CH:7]=1)[C:3]([OH:5])=[O:4])=[O:17])([CH3:22])([CH3:21])[CH3:20], predict the reactants needed to synthesize it. The reactants are: [NH2:1][CH:2]([C:6]1[CH:11]=[CH:10][C:9]([O:12][CH3:13])=[CH:8][CH:7]=1)[C:3]([OH:5])=[O:4].[OH-].[Na+].[C:16](O[C:16]([O:18][C:19]([CH3:22])([CH3:21])[CH3:20])=[O:17])([O:18][C:19]([CH3:22])([CH3:21])[CH3:20])=[O:17].